From a dataset of Peptide-MHC class II binding affinity with 134,281 pairs from IEDB. Regression. Given a peptide amino acid sequence and an MHC pseudo amino acid sequence, predict their binding affinity value. This is MHC class II binding data. (1) The peptide sequence is LISDNTLMKNRLKEL. The MHC is DRB1_0101 with pseudo-sequence DRB1_0101. The binding affinity (normalized) is 0.524. (2) The MHC is HLA-DQA10501-DQB10302 with pseudo-sequence HLA-DQA10501-DQB10302. The peptide sequence is SRKRRSHDVLTVQFL. The binding affinity (normalized) is 0.249. (3) The peptide sequence is QYIKANSKFIGITE. The MHC is DRB1_0901 with pseudo-sequence DRB1_0901. The binding affinity (normalized) is 0.602.